From a dataset of Experimentally validated miRNA-target interactions with 360,000+ pairs, plus equal number of negative samples. Binary Classification. Given a miRNA mature sequence and a target amino acid sequence, predict their likelihood of interaction. (1) The miRNA is hsa-miR-198 with sequence GGUCCAGAGGGGAGAUAGGUUC. The protein sequence of the target gene is MLAARHFLGGLVPVRVSVRFSSGTTAPKKTSFGSLKDEDRIFTNLYGRHDWRLKGALRRGDWYKTKEILLKGPDWILGEMKTSGLRGRGGAGFPTGLKWSFMNKPSDGRPKYLVVNADEGEPGTCKDREIMRHDPHKLVEGCLVGGRAMGARAAYIYIRGEFYNEASNLQVAIREAYEAGLIGKNACGSDYDFDVFVVRGAGAYICGEETALIESIEGKQGKPRLKPPFPADVGVFGCPTTVANVETVAVSPTICRRGGTWFAGFGRERNSGTKLFNISGHVNHPCTVEEEMSVPLKELI.... Result: 0 (no interaction). (2) The miRNA is rno-miR-29c-3p with sequence UAGCACCAUUUGAAAUCGGUUA. Result: 0 (no interaction). The protein sequence of the target gene is MTQLTNFSESFSNQNSNLHQPYNFNSHQPPEENHYYVREPNGKRPFPVEFELDMEYVPRTKRRFDKISACLENFSISNDKPSPINICRESSSDEEMDEVYDDSNFDQCTESTSIPLVVEPDDEPAVAKKIRLDESIQRYFEKCRQGPIDFLPKPEKLKGNEMVIWQPRILVSPKNDFNMAGRIQEIDDEEEDRVNEEIKTRIIENEGMIDEDTRNETTGIVELGTGSDHSDIGSSWSSPMASPTGSSQIVELDPDSPNSLTNGSVTDEEMMEFE. (3) The miRNA is hsa-miR-676-3p with sequence CUGUCCUAAGGUUGUUGAGUU. The protein sequence of the target gene is MALSWLQRVELALFAAAFLCGAVAAAAMTRTQGSFSGRCPLYGVATLNGSSLALSRPSAPSLCYFVAGASGLLALYCLLLLLFWIYSSCIEDSHRGAIGLRIALAISAIAVFLVLVSACILRFGTRSLCNSIISLNTTISCSEAQKIPWTPPGTALQFYSNLHNAETSSWVNLVLWCVVLVLQVVQWKSEATPYRPLERGDPEWSSETDALVGSRLSHS. Result: 0 (no interaction). (4) The miRNA is hsa-miR-4695-5p with sequence CAGGAGGCAGUGGGCGAGCAGG. The protein sequence of the target gene is MDGVSSEANEENDNIERPVRRRHSSILKPPRSPLQDLRGGNERVQESNALRNKKNSRRVSFADTIKVFQTESHMKIVRKSEMEGCSAMVPSQLQLLPPGFKRFSCLSLPETETGENLLLIQNKKLEDNYCEITGMNTLLSAPIHTQMQQKEFSIIEHTRERKHANDQTVIFSDENQMDLTSSHTVMITKGLLDNPISEKSTKIDTTSFLANLKLHTEDSRMKKEVNFSVDQNTSSENKIDFNDFIKRLKTGKCSAFPDVPDKENFEIPIYSKEPNSASSTHQMHVSLKEDENNSNITRLF.... Result: 1 (interaction). (5) The miRNA is hsa-miR-5007-5p with sequence UAGAGUCUGGCUGAUAUGGUUU. The protein sequence of the target gene is MIQSQISFEDVAVDFTLEEWQLLNPTQKNLYRDVMLENYSNLVFLEVWLDNPKMWLRDNQDNLKSMERGHKYDVFGKIFNSSINIVHVGLRSHKCGTGEKSLKCPFDLLIPKNNCERKKIDELNKKLLFCIKPGRTHGGIKYCDCSTCRKSSNEEPWLTANHITHTGVYLCMECGRFFNKKSQLVIHQRTHTGEKPYQCSECGKAFSQKSLLTVHQRTHSGEKPHGCSECQKAFSRKSLLILHQRIHTGEKPYGCSECGKAFSRKSQLKRHQITHTIEKPYSCSECGKAFSQKLKLITHQ.... Result: 0 (no interaction). (6) The miRNA is hsa-miR-889-5p with sequence AAUGGCUGUCCGUAGUAUGGUC. The protein sequence of the target gene is MALPQGLLTFRDVAIEFSQEEWKCLDPAQRTLYRDVMLENYRNLVSLDISSKCMLKTLSSTGQGNTEVIHTGTLHRQASHHIGEFCFHEIEKDIHGFEFQWKEDETNGHAAPMTEIKELAGSTGQHDQRHAGNKRIKDQLGSSFHLHLPEPHIFQSEGKIGNQVEKSINNASSVSTSQRICCRPKTHISNKYGNNSLHSSLLTQKWEVHMREKSFECIQSFKSFNCSSLLKKHQIIHLEEKQCKCDVCGKVFNQKRYLACHRRCHTGEKPYKCNECGKTFGHNSSLFIHKALHTGEKPYE.... Result: 1 (interaction).